Dataset: Full USPTO retrosynthesis dataset with 1.9M reactions from patents (1976-2016). Task: Predict the reactants needed to synthesize the given product. The reactants are: [F:1][CH:2]([F:33])[CH2:3][N:4]1[CH:8]=[C:7]([NH:9][C:10]([C:12]2[N:13]=[C:14]([C:25]3[C:30]([F:31])=[CH:29][CH:28]=[CH:27][C:26]=3[F:32])[S:15][C:16]=2[NH:17]C(=O)OC(C)(C)C)=[O:11])[CH:6]=[N:5]1.Cl. Given the product [NH2:17][C:16]1[S:15][C:14]([C:25]2[C:30]([F:31])=[CH:29][CH:28]=[CH:27][C:26]=2[F:32])=[N:13][C:12]=1[C:10]([NH:9][C:7]1[CH:6]=[N:5][N:4]([CH2:3][CH:2]([F:1])[F:33])[CH:8]=1)=[O:11], predict the reactants needed to synthesize it.